This data is from Forward reaction prediction with 1.9M reactions from USPTO patents (1976-2016). The task is: Predict the product of the given reaction. (1) Given the reactants [C:1]([NH:4][C:5]1[CH:14]=[CH:13][C:8]2[C:9]([CH3:12])=[N:10][O:11][C:7]=2[CH:6]=1)(=[O:3])[CH3:2].[Li+].CC([N-]C(C)C)C.I[CH2:24][C:25]1[N:26]=[C:27]([C:31]2[CH:36]=[CH:35][CH:34]=[CH:33][CH:32]=2)[O:28][C:29]=1[CH3:30].[Cl-].[NH4+], predict the reaction product. The product is: [C:1]([NH:4][C:5]1[CH:14]=[CH:13][C:8]2[C:9]([CH2:12][CH2:24][C:25]3[N:26]=[C:27]([C:31]4[CH:36]=[CH:35][CH:34]=[CH:33][CH:32]=4)[O:28][C:29]=3[CH3:30])=[N:10][O:11][C:7]=2[CH:6]=1)(=[O:3])[CH3:2]. (2) Given the reactants [Cl:1][C:2]1[CH:3]=[CH:4][C:5]([O:9][CH3:10])=[C:6]([CH:8]=1)[NH2:7].C(O)(=O)C.[N-:15]=[C:16]=[O:17].[K+].O, predict the reaction product. The product is: [Cl:1][C:2]1[CH:3]=[CH:4][C:5]([O:9][CH3:10])=[C:6]([NH:7][C:16]([NH2:15])=[O:17])[CH:8]=1. (3) Given the reactants [F:1][C:2]1[CH:7]=[CH:6][C:5]([C:8]2[CH:9]=[N:10][C:11]3[N:12]([N:14]=[CH:15][C:16]=3I)[CH:13]=2)=[CH:4][CH:3]=1.[B:18]1([B:18]2[O:22][C:21]([CH3:24])([CH3:23])[C:20]([CH3:26])([CH3:25])[O:19]2)[O:22][C:21]([CH3:24])([CH3:23])[C:20]([CH3:26])([CH3:25])[O:19]1.CC([O-])=O.[K+].N#N, predict the reaction product. The product is: [F:1][C:2]1[CH:7]=[CH:6][C:5]([C:8]2[CH:9]=[N:10][C:11]3[N:12]([N:14]=[CH:15][C:16]=3[B:18]3[O:22][C:21]([CH3:24])([CH3:23])[C:20]([CH3:26])([CH3:25])[O:19]3)[CH:13]=2)=[CH:4][CH:3]=1. (4) Given the reactants S(Cl)(Cl)=O.[F:5][C:6]([F:23])([F:22])[C:7]1[CH:8]=[C:9]([C:13]2([CH2:16][C:17](=[O:21])[C:18]([OH:20])=O)[CH2:15][CH2:14]2)[CH:10]=[CH:11][CH:12]=1.[NH2:24][C:25]1[CH:26]=[CH:27][C:28]2[C:33](=[O:34])[O:32][N:31]=[C:30]([CH3:35])[C:29]=2[CH:36]=1, predict the reaction product. The product is: [F:22][C:6]([F:5])([F:23])[C:7]1[CH:8]=[C:9]([C:13]2([CH2:16][C:17](=[O:21])[C:18]([NH:24][C:25]3[CH:26]=[CH:27][C:28]4[C:33](=[O:34])[O:32][N:31]=[C:30]([CH3:35])[C:29]=4[CH:36]=3)=[O:20])[CH2:14][CH2:15]2)[CH:10]=[CH:11][CH:12]=1. (5) Given the reactants OP([O-])(O)=O.[K+].OP([O-])([O-])=O.[K+].[K+].[NH2:14][C:15]1[C:20]([OH:21])=[CH:19][CH:18]=[CH:17][C:16]=1[OH:22].[Cl:23][CH2:24][C:25](Cl)=[O:26], predict the reaction product. The product is: [Cl:23][CH2:24][C:25]([NH:14][C:15]1[C:20]([OH:21])=[CH:19][CH:18]=[CH:17][C:16]=1[OH:22])=[O:26]. (6) Given the reactants [Cl:1][C:2]1[CH:11]=[CH:10][C:5]([C:6]([O:8]C)=O)=[C:4]([C:12]#[N:13])[CH:3]=1.[CH3:14][CH2:15][Mg+].[Br-], predict the reaction product. The product is: [Cl:1][C:2]1[CH:3]=[C:4]2[C:5]([C:6](=[O:8])[NH:13][C:12]32[CH2:15][CH2:14]3)=[CH:10][CH:11]=1. (7) Given the reactants [Cl:1][C:2]1[N:6]([CH2:7][CH:8](F)F)[N:5]=[CH:4][C:3]=1[N+:11]([O-:13])=[O:12].C(N1C=C([N+]([O-])=O)C=N1)C, predict the reaction product. The product is: [Cl:1][C:2]1[N:6]([CH2:7][CH3:8])[N:5]=[CH:4][C:3]=1[N+:11]([O-:13])=[O:12].